From a dataset of Tyrosyl-DNA phosphodiesterase HTS with 341,365 compounds. Binary Classification. Given a drug SMILES string, predict its activity (active/inactive) in a high-throughput screening assay against a specified biological target. (1) The result is 0 (inactive). The compound is S(=O)(=O)(N1CCC(CC1)C(=O)NC(C)C(=O)NCc1ccccc1)c1ccccc1. (2) The molecule is S(=O)(=O)(Nc1ccc(cc1)C(=O)NCC(O)=O)c1ccc(NC(=O)C)cc1. The result is 0 (inactive). (3) The drug is Clc1c(CNc2c(cc([N+]([O-])=O)cc2)C(OCC(=O)NCC(F)(F)F)=O)cccc1. The result is 0 (inactive). (4) The molecule is Fc1c(N(CC(=O)NCc2cc3OCOc3cc2)C(=O)CCC(=O)Nc2ncccc2)cccc1. The result is 0 (inactive).